From a dataset of Full USPTO retrosynthesis dataset with 1.9M reactions from patents (1976-2016). Predict the reactants needed to synthesize the given product. (1) Given the product [NH2:32][C:28]1[CH:27]=[C:26]([S:23]([NH:22][C:20]([C:7]2[N:8]([CH2:10][C:11]3[C:12]([CH3:19])=[CH:13][C:14]([CH3:18])=[CH:15][C:16]=3[CH3:17])[N:9]=[C:5]([C:1]([CH3:3])([CH3:4])[CH3:2])[CH:6]=2)=[O:21])(=[O:25])=[O:24])[CH:31]=[CH:30][CH:29]=1, predict the reactants needed to synthesize it. The reactants are: [C:1]([C:5]1[CH:6]=[C:7]([C:20]([NH:22][S:23]([C:26]2[CH:31]=[CH:30][CH:29]=[C:28]([N+:32]([O-])=O)[CH:27]=2)(=[O:25])=[O:24])=[O:21])[N:8]([CH2:10][C:11]2[C:16]([CH3:17])=[CH:15][C:14]([CH3:18])=[CH:13][C:12]=2[CH3:19])[N:9]=1)([CH3:4])([CH3:3])[CH3:2].[H][H]. (2) Given the product [CH3:49][C:31]1([CH3:30])[C:40]2[C:35](=[CH:36][CH:37]=[C:38]([CH:41]([CH2:44][CH2:45][CH2:46][CH2:47][CH3:48])/[CH:42]=[CH:9]/[C:10]3[CH:11]=[CH:12][C:13]([C:14]([O:16][CH3:17])=[O:15])=[CH:18][CH:19]=3)[CH:39]=2)[S:34][CH2:33][CH2:32]1, predict the reactants needed to synthesize it. The reactants are: C(OP([CH2:9][C:10]1[CH:19]=[CH:18][C:13]([C:14]([O:16][CH3:17])=[O:15])=[CH:12][CH:11]=1)(OCC)=O)C.C[Si]([N-][Si](C)(C)C)(C)C.[Li+].[CH3:30][C:31]1([CH3:49])[C:40]2[C:35](=[CH:36][CH:37]=[C:38]([CH:41]([CH2:44][CH2:45][CH2:46][CH2:47][CH3:48])[CH:42]=O)[CH:39]=2)[S:34][CH2:33][CH2:32]1. (3) Given the product [Cl:32][C:33]1[CH:34]=[CH:35][C:36]2[N:37]([C:39]([C@@H:42]([O:44][C:27]3[C:22]4[O:21][CH:20]=[C:19]([C:17]5[CH:16]=[N:15][N:14]([CH:11]6[CH2:12][CH2:13][NH:8][CH2:9][CH2:10]6)[CH:18]=5)[C:23]=4[CH:24]=[N:25][C:26]=3[NH2:29])[CH3:43])=[N:40][N:41]=2)[N:38]=1, predict the reactants needed to synthesize it. The reactants are: C(OC([N:8]1[CH2:13][CH2:12][CH:11]([N:14]2[CH:18]=[C:17]([C:19]3[C:23]4[CH:24]=[N:25][C:26]([N+:29]([O-])=O)=[C:27](O)[C:22]=4[O:21][CH:20]=3)[CH:16]=[N:15]2)[CH2:10][CH2:9]1)=O)(C)(C)C.[Cl:32][C:33]1[CH:34]=[CH:35][C:36]2[N:37]([C:39]([C@H:42]([OH:44])[CH3:43])=[N:40][N:41]=2)[N:38]=1.C1(P(C2C=CC=CC=2)C2C=CC=CC=2)C=CC=CC=1.N(C(OC(C)C)=O)=NC(OC(C)C)=O. (4) Given the product [CH:26]1([NH:29][C:30]([C:31]2[CH:36]=[CH:35][C:34]([CH3:37])=[C:33]([C:2]3[CH:3]=[C:4]4[C:9](=[CH:10][CH:11]=3)[C:8]([N:12]3[CH2:17][CH:16]5[CH2:18][CH:13]3[CH2:14][N:15]5[C:19]([O:21][C:22]([CH3:23])([CH3:24])[CH3:25])=[O:20])=[N:7][N:6]=[CH:5]4)[CH:32]=2)=[O:47])[CH2:27][CH2:28]1, predict the reactants needed to synthesize it. The reactants are: Br[C:2]1[CH:3]=[C:4]2[C:9](=[CH:10][CH:11]=1)[C:8]([N:12]1[CH2:17][CH:16]3[CH2:18][CH:13]1[CH2:14][N:15]3[C:19]([O:21][C:22]([CH3:25])([CH3:24])[CH3:23])=[O:20])=[N:7][N:6]=[CH:5]2.[CH:26]1([NH:29][C:30](=[O:47])[C:31]2[CH:36]=[CH:35][C:34]([CH3:37])=[C:33](B3OC(C)(C)C(C)(C)O3)[CH:32]=2)[CH2:28][CH2:27]1.C(=O)([O-])[O-].[K+].[K+]. (5) Given the product [F:31][C:32]1[C:33]([F:42])=[C:34]([F:41])[C:35]([F:40])=[C:36]([F:39])[C:37]=1[O:38][P:20]([NH:9][C@H:10]([CH3:19])[C:11]([O:13][C@@H:14]([CH3:18])[CH2:15][O:16][CH3:17])=[O:12])([O:22][C:23]1[CH:28]=[CH:27][CH:26]=[CH:25][CH:24]=1)=[O:21], predict the reactants needed to synthesize it. The reactants are: C(N(CC)CC)C.Cl.[NH2:9][C@H:10]([CH3:19])[C:11]([O:13][C@@H:14]([CH3:18])[CH2:15][O:16][CH3:17])=[O:12].[P:20](Cl)(Cl)([O:22][C:23]1[CH:28]=[CH:27][CH:26]=[CH:25][CH:24]=1)=[O:21].[F:31][C:32]1[C:37]([OH:38])=[C:36]([F:39])[C:35]([F:40])=[C:34]([F:41])[C:33]=1[F:42]. (6) Given the product [CH:24]1([CH2:23][C@H:22]([C:29]2[CH:30]=[CH:31][C:32]([S:35]([CH3:38])(=[O:37])=[O:36])=[CH:33][CH:34]=2)[C:21]([NH:20][C:17]2[CH:18]=[CH:19][N:15]([CH2:14][C:55]([OH:57])([CH3:56])[CH3:54])[N:16]=2)=[O:40])[CH2:28][CH2:27][CH2:26][CH2:25]1, predict the reactants needed to synthesize it. The reactants are: C(OC(=O)NC1C=CC=C([CH2:14][N:15]2[CH:19]=[CH:18][C:17]([NH:20][C:21](=[O:40])[C@@H:22]([C:29]3[CH:34]=[CH:33][C:32]([S:35]([CH3:38])(=[O:37])=[O:36])=[C:31](Cl)[CH:30]=3)[CH2:23][CH:24]3[CH2:28][CH2:27][CH2:26][CH2:25]3)=[N:16]2)C=1)(C)(C)C.C(Cl)(=O)C(Cl)=O.NC1C=CN([CH2:54][C:55](C)([OH:57])[CH3:56])N=1.N1C(C)=CC=CC=1C. (7) Given the product [C:22]([O:21][CH2:20][CH2:19][O:18][C:15]1[CH:14]=[CH:13][C:12]([N:9]2[C:10]([CH3:11])=[C:6]([C:4]([OH:5])=[O:3])[CH:7]=[N:8]2)=[CH:17][CH:16]=1)([CH3:25])([CH3:23])[CH3:24], predict the reactants needed to synthesize it. The reactants are: C([O:3][C:4]([C:6]1[CH:7]=[N:8][N:9]([C:12]2[CH:17]=[CH:16][C:15]([O:18][CH2:19][CH2:20][O:21][C:22]([CH3:25])([CH3:24])[CH3:23])=[CH:14][CH:13]=2)[C:10]=1[CH3:11])=[O:5])C.[OH-].[Na+]. (8) Given the product [CH2:3]([N:10]1[CH2:14][CH2:13][C@@H:12]([NH:15][C:16]2[N:21]=[CH:20][C:19](/[CH:22]=[CH:23]/[C:24]([NH:26][OH:27])=[O:25])=[CH:18][CH:17]=2)[CH2:11]1)[C:4]1[CH:5]=[CH:6][CH:7]=[CH:8][CH:9]=1, predict the reactants needed to synthesize it. The reactants are: Cl.Cl.[CH2:3]([N:10]1[CH2:14][CH2:13][C@@H:12]([NH:15][C:16]2[N:21]=[CH:20][C:19](/[CH:22]=[CH:23]/[C:24]([NH:26][OH:27])=[O:25])=[CH:18][CH:17]=2)[CH2:11]1)[C:4]1[CH:9]=[CH:8][CH:7]=[CH:6][CH:5]=1. (9) Given the product [Cl:15][C:16]1[CH:17]=[CH:18][C:19]([F:29])=[C:20]([C:22]2[O:26][N:25]=[C:24]([CH2:27][S:14][C:5]3[N:4]([CH2:3][CH2:2][OH:1])[C:8]([C:9]4[S:10][CH:11]=[CH:12][CH:13]=4)=[N:7][N:6]=3)[N:23]=2)[CH:21]=1, predict the reactants needed to synthesize it. The reactants are: [OH:1][CH2:2][CH2:3][N:4]1[C:8]([C:9]2[S:10][CH:11]=[CH:12][CH:13]=2)=[N:7][NH:6][C:5]1=[S:14].[Cl:15][C:16]1[CH:17]=[CH:18][C:19]([F:29])=[C:20]([C:22]2[O:26][N:25]=[C:24]([CH2:27]Cl)[N:23]=2)[CH:21]=1.C(=O)([O-])[O-].[K+].[K+]. (10) Given the product [Br:1][C:2]1[CH:3]=[C:4]([NH:5][C:13](=[O:15])[CH3:14])[CH:6]=[C:7]([C:9]([F:10])([F:11])[F:12])[CH:8]=1, predict the reactants needed to synthesize it. The reactants are: [Br:1][C:2]1[CH:3]=[C:4]([CH:6]=[C:7]([C:9]([F:12])([F:11])[F:10])[CH:8]=1)[NH2:5].[C:13](OC(=O)C)(=[O:15])[CH3:14].